This data is from Forward reaction prediction with 1.9M reactions from USPTO patents (1976-2016). The task is: Predict the product of the given reaction. (1) Given the reactants [OH:1][C@H:2]([CH3:6])[C:3](N)=O.F[B-](F)(F)F.C([O+](CC)CC)C.[F:19][CH2:20][C@H:21]1[CH2:26][CH2:25][C@H:24]([NH:27][C:28]2[C:33]([NH2:34])=[CH:32][N:31]=[C:30]3[CH:35]=[CH:36][S:37][C:29]=23)[CH2:23][CH2:22]1, predict the reaction product. The product is: [F:19][CH2:20][C@H:21]1[CH2:22][CH2:23][C@H:24]([N:27]2[C:28]3=[C:29]4[S:37][CH:36]=[CH:35][C:30]4=[N:31][CH:32]=[C:33]3[N:34]=[C:3]2[C@H:2]([OH:1])[CH3:6])[CH2:25][CH2:26]1. (2) The product is: [C:12]([O:11][C:9]([N:8]1[C@H:7]2[CH2:16][S:17][C@@H:18]([CH2:19][CH2:20][CH2:21][CH2:22][C:23]([OH:35])=[O:24])[C@H:6]2[O:5][C:4]1([CH3:36])[CH3:3])=[O:10])([CH3:15])([CH3:13])[CH3:14]. Given the reactants CO.[CH3:3][C:4]1([CH3:36])[N:8]([C:9]([O:11][C:12]([CH3:15])([CH3:14])[CH3:13])=[O:10])[C@H:7]2[CH2:16][S:17]/[C:18](=[CH:19]/[CH2:20][CH2:21][CH2:22][C:23](=[O:35])[O:24]CC3(C)COC(C)(C)OC3)/[C@H:6]2[O:5]1.[H][H].[OH-].[Li+], predict the reaction product. (3) Given the reactants [CH3:1][O:2][C:3]([C:5]1[S:27][C:8]2=[C:9](Cl)[N:10]=[CH:11][C:12]([NH:13][C:14]3[CH:19]=[CH:18][C:17]([C:20]4[CH:25]=[CH:24][CH:23]=[CH:22][CH:21]=4)=[CH:16][CH:15]=3)=[C:7]2[CH:6]=1)=[O:4].[CH3:28][N:29](C=O)C, predict the reaction product. The product is: [CH3:1][O:2][C:3]([C:5]1[S:27][C:8]2=[C:9]([C:28]#[N:29])[N:10]=[CH:11][C:12]([NH:13][C:14]3[CH:19]=[CH:18][C:17]([C:20]4[CH:25]=[CH:24][CH:23]=[CH:22][CH:21]=4)=[CH:16][CH:15]=3)=[C:7]2[CH:6]=1)=[O:4]. (4) Given the reactants [Br:1][C:2]1[C:6]2=[N:7][CH:8]=[CH:9][C:10]([O:11][CH:12]([CH3:14])[CH3:13])=[C:5]2[S:4][C:3]=1[C:15]([O:17]C)=[O:16].[Li+].[OH-].C1COCC1.CO.O, predict the reaction product. The product is: [Br:1][C:2]1[C:6]2=[N:7][CH:8]=[CH:9][C:10]([O:11][CH:12]([CH3:13])[CH3:14])=[C:5]2[S:4][C:3]=1[C:15]([OH:17])=[O:16]. (5) Given the reactants [H-].[Na+].[O:3]=[C:4]1[CH2:9][CH2:8][CH2:7][CH2:6][CH:5]1[C:10]([O:12][CH2:13][CH3:14])=[O:11].[F:15][C:16]([F:29])([F:28])[S:17](O[S:17]([C:16]([F:29])([F:28])[F:15])(=[O:19])=[O:18])(=[O:19])=[O:18], predict the reaction product. The product is: [F:15][C:16]([F:29])([F:28])[S:17]([O:3][C:4]1[CH2:9][CH2:8][CH2:7][CH2:6][C:5]=1[C:10]([O:12][CH2:13][CH3:14])=[O:11])(=[O:19])=[O:18].